From a dataset of Catalyst prediction with 721,799 reactions and 888 catalyst types from USPTO. Predict which catalyst facilitates the given reaction. (1) Reactant: [C:1]([O:5][C:6]([N:8]([CH2:10][C:11]1[N:15]([CH2:16]C(OCC)=O)[C:14]2[CH:22]=[C:23]([Cl:27])[C:24]([Cl:26])=[CH:25][C:13]=2[N:12]=1)[CH3:9])=[O:7])([CH3:4])([CH3:3])[CH3:2].[CH2:28]1[CH2:32][O:31]CC1.[CH3:33][Mg]Br. Product: [Cl:26][C:24]1[C:23]([Cl:27])=[CH:22][C:14]2[N:15]([CH2:16][C:32]([OH:31])([CH3:28])[CH3:33])[C:11]([CH2:10][N:8]([CH3:9])[C:6](=[O:7])[O:5][C:1]([CH3:4])([CH3:2])[CH3:3])=[N:12][C:13]=2[CH:25]=1. The catalyst class is: 6. (2) The catalyst class is: 219. Reactant: C([O:3][C:4](=[O:40])[CH2:5][O:6][C:7]1[CH:12]=[CH:11][C:10]([S:13][C:14]2[CH:19]=[C:18]([O:20][C:21]3[CH:26]=[CH:25][C:24]([C:27]([F:30])([F:29])[F:28])=[CH:23][N:22]=3)[CH:17]=[C:16]([C:31]#[C:32][C:33]3[CH:38]=[CH:37][CH:36]=[CH:35][CH:34]=3)[CH:15]=2)=[CH:9][C:8]=1[CH3:39])C.[OH-].[Na+].C(O)(=O)CC(CC(O)=O)(C(O)=O)O. Product: [CH3:39][C:8]1[CH:9]=[C:10]([S:13][C:14]2[CH:19]=[C:18]([O:20][C:21]3[CH:26]=[CH:25][C:24]([C:27]([F:30])([F:29])[F:28])=[CH:23][N:22]=3)[CH:17]=[C:16]([C:31]#[C:32][C:33]3[CH:34]=[CH:35][CH:36]=[CH:37][CH:38]=3)[CH:15]=2)[CH:11]=[CH:12][C:7]=1[O:6][CH2:5][C:4]([OH:40])=[O:3]. (3) Reactant: FC(F)(F)C(O)=O.O[C:9]1([C:22]2[CH:27]=[CH:26][C:25]([O:28][CH2:29][C:30]3[CH:35]=[CH:34][CH:33]=[CH:32][CH:31]=3)=[CH:24][CH:23]=2)[CH2:14][CH2:13][N:12](C(OC(C)(C)C)=O)[CH2:11][CH2:10]1. Product: [C:30]1([CH2:29][O:28][C:25]2[CH:26]=[CH:27][C:22]([C:9]3[CH2:14][CH2:13][NH:12][CH2:11][CH:10]=3)=[CH:23][CH:24]=2)[CH:31]=[CH:32][CH:33]=[CH:34][CH:35]=1. The catalyst class is: 4. (4) Reactant: [CH:1]1[C:10]2[C:5](=[CH:6][CH:7]=[C:8]([C:11]3[CH:12]=[C:13]([C:22]([O:24]CC)=[O:23])[CH:14]=[C:15]([CH:21]=3)[C:16]([O:18]CC)=[O:17])[CH:9]=2)[CH:4]=[CH:3][C:2]=1[C:27]1[CH:28]=[C:29]([C:38]([O:40]CC)=[O:39])[CH:30]=[C:31]([CH:37]=1)[C:32]([O:34]CC)=[O:33]. Product: [CH:1]1[C:10]2[C:5](=[CH:6][CH:7]=[C:8]([C:11]3[CH:12]=[C:13]([C:22]([OH:24])=[O:23])[CH:14]=[C:15]([CH:21]=3)[C:16]([OH:18])=[O:17])[CH:9]=2)[CH:4]=[CH:3][C:2]=1[C:27]1[CH:37]=[C:31]([C:32]([OH:34])=[O:33])[CH:30]=[C:29]([CH:28]=1)[C:38]([OH:40])=[O:39]. The catalyst class is: 702.